This data is from Full USPTO retrosynthesis dataset with 1.9M reactions from patents (1976-2016). The task is: Predict the reactants needed to synthesize the given product. (1) Given the product [OH:57][C@:56]([C:51]1[CH:52]=[CH:53][CH:54]=[CH:55][C:50]=1[O:42][Si:43]([C:46]([CH3:49])([CH3:48])[CH3:47])([CH3:45])[CH3:44])([C@@H:58]1[CH2:63][CH2:62][CH2:61][N:60]([C:64]([O:66][C:67]([CH3:70])([CH3:69])[CH3:68])=[O:65])[CH2:59]1)[CH2:98][CH2:97][CH2:96][CH2:95][O:94][CH3:93].[OH:79][C@:78]([C:2]1[CH:7]=[CH:6][CH:5]=[CH:4][C:3]=1[OH:8])([C@@H:80]1[CH2:85][CH2:84][CH2:83][N:82]([C:86]([O:88][C:89]([CH3:90])([CH3:91])[CH3:92])=[O:87])[CH2:81]1)[CH2:73][CH2:74][CH2:75][CH2:76][O:22][CH3:21], predict the reactants needed to synthesize it. The reactants are: Br[C:2]1[CH:7]=[CH:6][CH:5]=[CH:4][C:3]=1[O:8][Si](C(C)(C)C)(C)C.C([Li])(C)(C)C.[CH3:21][O:22]N(C)C([C@@H]1CCCN(C(OC(C)(C)C)=O)C1)=O.[Cl-].[NH4+].[O:42]([C:50]1[CH:55]=[CH:54][CH:53]=[CH:52][C:51]=1[C:56]([C@@H:58]1[CH2:63][CH2:62][CH2:61][N:60]([C:64]([O:66][C:67]([CH3:70])([CH3:69])[CH3:68])=[O:65])[CH2:59]1)=[O:57])[Si:43]([C:46]([CH3:49])([CH3:48])[CH3:47])([CH3:45])[CH3:44].OC1C=[CH:76][CH:75]=[CH:74][C:73]=1[C:78]([C@@H:80]1[CH2:85][CH2:84][CH2:83][N:82]([C:86]([O:88][C:89]([CH3:92])([CH3:91])[CH3:90])=[O:87])[CH2:81]1)=[O:79].[CH3:93][O:94][CH2:95][CH2:96][CH2:97][CH2:98][Mg]Cl. (2) Given the product [Cl:1][C:2]1[CH:7]=[CH:6][C:5]([C@@H:8]([CH2:9][NH:10][CH3:11])[CH2:19][C:20]([N:22]2[CH2:31][CH2:30][C:29]3[CH:28]=[N:27][C:26]([NH:32][CH:33]([CH3:35])[CH3:34])=[N:25][C:24]=3[CH2:23]2)=[O:21])=[CH:4][C:3]=1[F:36], predict the reactants needed to synthesize it. The reactants are: [Cl:1][C:2]1[CH:7]=[CH:6][C:5]([C@H:8]([CH2:19][C:20]([N:22]2[CH2:31][CH2:30][C:29]3[CH:28]=[N:27][C:26]([NH:32][CH:33]([CH3:35])[CH3:34])=[N:25][C:24]=3[CH2:23]2)=[O:21])[CH2:9][N:10](C)[C:11](=O)OC(C)(C)C)=[CH:4][C:3]=1[F:36].C(Cl)Cl.Cl.O1CCOCC1. (3) Given the product [NH2:10][C:9]1[N:1]=[CH:2][N:3]=[C:4]2[C:8]=1[N:7]=[CH:6][N:5]2[CH2:14][C:15]1[N:16]([C:25]2[CH:30]=[CH:29][CH:28]=[CH:27][C:26]=2[CH3:31])[C:17](=[O:24])[C:18]2[CH:23]=[CH:22][S:21][C:19]=2[N:20]=1, predict the reactants needed to synthesize it. The reactants are: [N:1]1[C:9]([NH2:10])=[C:8]2[C:4]([N:5]=[CH:6][NH:7]2)=[N:3][CH:2]=1.[H-].[Na+].Cl[CH2:14][C:15]1[N:16]([C:25]2[CH:30]=[CH:29][CH:28]=[CH:27][C:26]=2[CH3:31])[C:17](=[O:24])[C:18]2[CH:23]=[CH:22][S:21][C:19]=2[N:20]=1. (4) The reactants are: [CH3:1][C@@:2]12[C:8]([CH3:10])([CH3:9])[C@@H:5]([CH2:6][CH2:7]1)[C:4](=O)[C:3]2=O.COP([CH2:19][C:20]([C:22]1[CH:27]=[CH:26][C:25]([Cl:28])=[CH:24][C:23]=1[CH3:29])=O)(=O)OC.O.[NH2:31][NH2:32]. Given the product [Cl:28][C:25]1[CH:26]=[CH:27][C:22]([C:20]2[N:31]=[N:32][C:3]3[C@:2]4([CH3:1])[C:8]([CH3:10])([CH3:9])[C@H:5]([C:4]=3[CH:19]=2)[CH2:6][CH2:7]4)=[C:23]([CH3:29])[CH:24]=1, predict the reactants needed to synthesize it. (5) Given the product [OH:23][CH:22]=[C:16]1[C:15]2[C:19](=[CH:20][C:12]([S:11][C:10]3[CH:2]=[C:3]([CH:7]=[CH:8][CH:9]=3)[C:4]([NH:6][CH3:28])=[O:5])=[CH:13][CH:14]=2)[NH:18][C:17]1=[O:21], predict the reactants needed to synthesize it. The reactants are: C[C:2]1[C:10]([S:11][C:12]2[CH:20]=[C:19]3[C:15]([CH2:16][C:17](=[O:21])[NH:18]3)=[CH:14][CH:13]=2)=[CH:9][CH:8]=[CH:7][C:3]=1[C:4]([NH2:6])=[O:5].[CH:22](OCC)=[O:23].[O-][CH2:28]C.[Na+].Cl. (6) The reactants are: [C:1]([O:5][C@@H:6]([C:10]1[C:39]([CH3:40])=[N:38][C:37]2=[CH:41][C:34]3=[N:35][N:36]2[C:11]=1[N:12]1[CH2:44][CH2:43][C:15]([CH3:45])([O:16][CH2:17][CH:18]=[CH:19][CH2:20][CH2:21][O:22][C:23]2[CH:24]=[CH:25][CH:26]=[CH:27][C:28]=2[CH2:29][C:30]2[S:42][C:33]3=[N:32][CH:31]=2)[CH2:14][CH2:13]1)[C:7]([OH:9])=[O:8])([CH3:4])([CH3:3])[CH3:2].[H][H]. Given the product [C:1]([O:5][C@@H:6]([C:10]1[C:39]([CH3:40])=[N:38][C:37]2=[CH:41][C:34]3=[N:35][N:36]2[C:11]=1[N:12]1[CH2:13][CH2:14][C:15]([CH3:45])([O:16][CH2:17][CH2:18][CH2:19][CH2:20][CH2:21][O:22][C:23]2[CH:24]=[CH:25][CH:26]=[CH:27][C:28]=2[CH2:29][C:30]2[S:42][C:33]3=[N:32][CH:31]=2)[CH2:43][CH2:44]1)[C:7]([OH:9])=[O:8])([CH3:4])([CH3:2])[CH3:3], predict the reactants needed to synthesize it.